Dataset: Forward reaction prediction with 1.9M reactions from USPTO patents (1976-2016). Task: Predict the product of the given reaction. (1) Given the reactants [Cl:1][C:2]1[CH:3]=[C:4]([CH:6]=[C:7]([Cl:9])[CH:8]=1)[NH2:5].[C:10]([O:15][CH2:16][CH3:17])(=[O:14])[C:11]([CH3:13])=O, predict the reaction product. The product is: [CH2:16]([O:15][C:10](=[O:14])[C@H:11]([CH3:13])[NH:5][C:4]1[CH:3]=[C:2]([Cl:1])[CH:8]=[C:7]([Cl:9])[CH:6]=1)[CH3:17]. (2) Given the reactants CC([N:5]([CH:9]1[CH2:14][CH2:13][N:12]([C@H:15]2[CH2:20][CH2:19][C@H:18]([O:21][CH2:22][C:23]#[CH:24])[CH2:17][CH2:16]2)[CH2:11][CH2:10]1)C(=O)[O-])(C)C.[ClH:25], predict the reaction product. The product is: [ClH:25].[ClH:25].[CH2:22]([O:21][C@H:18]1[CH2:17][CH2:16][C@H:15]([N:12]2[CH2:11][CH2:10][CH:9]([NH2:5])[CH2:14][CH2:13]2)[CH2:20][CH2:19]1)[C:23]#[CH:24]. (3) The product is: [Cl:32][C:6]1[C:7]2[C:8](=[O:9])[N:10]([C:14]3[CH:15]=[CH:16][C:17]([N:20]4[CH:24]=[CH:23][N:22]([CH2:25][C:26]([O:28][CH2:29][CH3:30])=[O:27])[C:21]4=[O:31])=[CH:18][CH:19]=3)[CH2:11][CH2:12][O:13][C:2]=2[N:3]=[CH:4][N:5]=1. Given the reactants Cl[C:2]1[C:7]([C:8]([N:10]([C:14]2[CH:19]=[CH:18][C:17]([N:20]3[CH:24]=[CH:23][N:22]([CH2:25][C:26]([O:28][CH2:29][CH3:30])=[O:27])[C:21]3=[O:31])=[CH:16][CH:15]=2)[CH2:11][CH2:12][OH:13])=[O:9])=[C:6]([Cl:32])[N:5]=[CH:4][N:3]=1, predict the reaction product. (4) Given the reactants C([S:4][C@H:5]1[CH2:9][CH2:8][N:7]([C:10]2[S:11][CH:12]=[C:13]([C:15](=[O:17])[NH2:16])[N:14]=2)[CH2:6]1)(=O)C.C(O)(=O)C.NN.C1(P(O[C:39]2[C@H:40]([CH3:63])[C@H:41]3[C@@H:58]([C@H:59]([OH:61])[CH3:60])[C:57](=[O:62])[N:42]3[C:43]=2[C:44]([O:46][CH2:47][C:48]2[CH:53]=[CH:52][C:51]([N+:54]([O-:56])=[O:55])=[CH:50][CH:49]=2)=[O:45])(C2C=CC=CC=2)=O)C=CC=CC=1.C(N(C(C)C)CC)(C)C.C(=O)([O-])O.[Na+], predict the reaction product. The product is: [C:15]([C:13]1[N:14]=[C:10]([N:7]2[CH2:8][CH2:9][C@H:5]([S:4][C:39]3[C@H:40]([CH3:63])[C@@H:41]4[C@@H:58]([C@H:59]([OH:61])[CH3:60])[C:57](=[O:62])[N:42]4[C:43]=3[C:44]([O:46][CH2:47][C:48]3[CH:49]=[CH:50][C:51]([N+:54]([O-:56])=[O:55])=[CH:52][CH:53]=3)=[O:45])[CH2:6]2)[S:11][CH:12]=1)(=[O:17])[NH2:16]. (5) Given the reactants [CH2:1]([C@@H:8]1[CH2:12][O:11][C:10](=[O:13])[N:9]1[C:14](=[O:27])[C@@H:15]([CH3:26])[CH2:16][C:17]1[CH:22]=[C:21](F)[C:20]([OH:24])=[C:19]([F:25])[CH:18]=1)[C:2]1[CH:7]=[CH:6][CH:5]=[CH:4][CH:3]=1.C([C@@H]1COC(=O)N1C(=O)[C@H](C)CC1C=C(F)C(O)=C(F)C=1)C1C=CC=CC=1, predict the reaction product. The product is: [CH2:1]([C@@H:8]1[CH2:12][O:11][C:10](=[O:13])[N:9]1[C:14](=[O:27])[C@H:15]([CH3:26])[CH2:16][C:17]1[CH:22]=[CH:21][C:20]([OH:24])=[C:19]([F:25])[CH:18]=1)[C:2]1[CH:7]=[CH:6][CH:5]=[CH:4][CH:3]=1. (6) Given the reactants [Br:1][C:2]1[CH:3]=[C:4]2[C:8](=[CH:9][CH:10]=1)[NH:7][C:6](=[O:11])[CH2:5]2.[CH:12]([C:14]1[NH:15][C:16]([CH3:34])=[C:17]([S:24]([C:27]2[CH:32]=[CH:31][C:30]([CH3:33])=[CH:29][CH:28]=2)(=[O:26])=[O:25])[C:18]=1[CH2:19][CH2:20][C:21]([OH:23])=[O:22])=O.N1CCCCC1, predict the reaction product. The product is: [Br:1][C:2]1[CH:3]=[C:4]2[C:8](=[CH:9][CH:10]=1)[NH:7][C:6](=[O:11])/[C:5]/2=[CH:12]\[C:14]1[NH:15][C:16]([CH3:34])=[C:17]([S:24]([C:27]2[CH:28]=[CH:29][C:30]([CH3:33])=[CH:31][CH:32]=2)(=[O:25])=[O:26])[C:18]=1[CH2:19][CH2:20][C:21]([OH:23])=[O:22]. (7) Given the reactants [CH3:1][O:2][C:3](=[O:29])[C@H:4]([CH2:19][C:20]1[CH:25]=[CH:24][C:23]([N+]([O-])=O)=[CH:22][CH:21]=1)[NH:5]C(C1(CCNC(=O)C)CCCC1)=S.O.ClCCl.CC(C)=O, predict the reaction product. The product is: [CH3:1][O:2][C:3](=[O:29])[C@H:4]([CH2:19][C:20]1[CH:25]=[CH:24][CH:23]=[CH:22][CH:21]=1)[NH2:5].